From a dataset of NCI-60 drug combinations with 297,098 pairs across 59 cell lines. Regression. Given two drug SMILES strings and cell line genomic features, predict the synergy score measuring deviation from expected non-interaction effect. Drug 1: C1CCC(CC1)NC(=O)N(CCCl)N=O. Drug 2: C1CCC(C(C1)N)N.C(=O)(C(=O)[O-])[O-].[Pt+4]. Cell line: SF-268. Synergy scores: CSS=27.4, Synergy_ZIP=-2.99, Synergy_Bliss=2.83, Synergy_Loewe=1.93, Synergy_HSA=4.06.